Predict which catalyst facilitates the given reaction. From a dataset of Catalyst prediction with 721,799 reactions and 888 catalyst types from USPTO. (1) The catalyst class is: 605. Product: [Br:7][C:8]1[CH:13]=[CH:12][C:11]([C:14]([F:17])=[CH2:15])=[CH:10][CH:9]=1. Reactant: CC(C)([O-])C.[K+].[Br:7][C:8]1[CH:13]=[CH:12][C:11]([CH:14]([F:17])[CH2:15]Br)=[CH:10][CH:9]=1. (2) Reactant: [Si:1]([O:8][C@@H:9]1[C@@:28]2([CH3:29])[C:13](=[CH:14][CH:15]=[C:16]3[C@@H:27]2[CH2:26][CH2:25][C@@:24]2([CH3:30])[C@H:17]3[CH2:18][CH:19]=[C:20]2[C@H:21]([OH:23])[CH3:22])[CH2:12][C@@H:11]([O:31][Si:32]([C:35]([CH3:38])([CH3:37])[CH3:36])([CH3:34])[CH3:33])[CH2:10]1)([C:4]([CH3:7])([CH3:6])[CH3:5])([CH3:3])[CH3:2].[CH3:39][N:40]([CH3:45])[C:41](=[O:44])[CH:42]=[CH2:43].[H-].[Na+]. Product: [Si:1]([O:8][C@@H:9]1[C@@:28]2([CH3:29])[C:13](=[CH:14][CH:15]=[C:16]3[C@@H:27]2[CH2:26][CH2:25][C@@:24]2([CH3:30])[C@H:17]3[CH2:18][CH:19]=[C:20]2[C@H:21]([O:23][CH2:43][CH2:42][C:41]([N:40]([CH3:45])[CH3:39])=[O:44])[CH3:22])[CH2:12][C@@H:11]([O:31][Si:32]([C:35]([CH3:37])([CH3:36])[CH3:38])([CH3:33])[CH3:34])[CH2:10]1)([C:4]([CH3:7])([CH3:6])[CH3:5])([CH3:3])[CH3:2]. The catalyst class is: 7.